This data is from Full USPTO retrosynthesis dataset with 1.9M reactions from patents (1976-2016). The task is: Predict the reactants needed to synthesize the given product. (1) Given the product [NH2:1][C:4]1[CH:5]=[C:6]([CH:17]=[CH:18][CH:19]=1)[O:7][CH2:8][CH2:9][O:10][CH2:11][CH2:12][O:13][CH2:14][CH2:15][OH:16], predict the reactants needed to synthesize it. The reactants are: [N+:1]([C:4]1[CH:5]=[C:6]([CH:17]=[CH:18][CH:19]=1)[O:7][CH2:8][CH2:9][O:10][CH2:11][CH2:12][O:13][CH2:14][CH2:15][OH:16])([O-])=O. (2) Given the product [NH2:2][C:3]1[N:8]=[CH:7][C:6]([CH2:9][CH:10]([C:14]2[N:15]=[CH:16][N:17]([CH:19]3[CH2:24][CH2:23][CH2:22][CH2:21][CH2:20]3)[CH:18]=2)[C:11]([O:13][CH:35]([O:34][C:32]([O:31][CH:25]2[CH2:30][CH2:29][CH2:28][CH2:27][CH2:26]2)=[O:33])[CH3:36])=[O:12])=[CH:5][CH:4]=1, predict the reactants needed to synthesize it. The reactants are: Cl.[NH2:2][C:3]1[N:8]=[CH:7][C:6]([CH2:9][CH:10]([C:14]2[N:15]=[CH:16][N:17]([CH:19]3[CH2:24][CH2:23][CH2:22][CH2:21][CH2:20]3)[CH:18]=2)[C:11]([OH:13])=[O:12])=[CH:5][CH:4]=1.[CH:25]1([O:31][C:32]([O:34][CH:35](Cl)[CH3:36])=[O:33])[CH2:30][CH2:29][CH2:28][CH2:27][CH2:26]1.C([O-])([O-])=O.[K+].[K+].O. (3) Given the product [C:9]([C:3]1[N:4]=[CH:5][C:6]([C:14]2[CH:15]=[CH:16][CH:17]=[C:12]([F:11])[C:13]=2[C:20]([O:22][CH3:23])=[O:21])=[CH:7][C:2]=1[F:1])#[N:10], predict the reactants needed to synthesize it. The reactants are: [F:1][C:2]1[C:3]([C:9]#[N:10])=[N:4][CH:5]=[C:6](I)[CH:7]=1.[F:11][C:12]1[C:13]([C:20]([O:22][CH3:23])=[O:21])=[C:14]([Zn]I)[CH:15]=[CH:16][CH:17]=1. (4) The reactants are: C([O:8][C:9]1[CH:16]=[CH:15][CH:14]=[C:13]([O:17]CC2C=CC=CC=2)[C:10]=1[CH:11]=[O:12])C1C=CC=CC=1.B(Br)(Br)Br.O. Given the product [OH:8][C:9]1[CH:16]=[CH:15][CH:14]=[C:13]([OH:17])[C:10]=1[CH:11]=[O:12], predict the reactants needed to synthesize it. (5) The reactants are: [NH2:1][CH2:2][CH:3]1[CH:7]2[CH2:8][CH2:9][CH2:10][CH:6]2[CH2:5][N:4]1C(C1C=C(C)C=CC=1N1N=CC=N1)=O.[CH3:25][C:26]1[CH:27]=[CH:28][C:29]([N:35]2[CH:39]=[N:38][C:37]([C:40]([F:43])([F:42])[F:41])=[N:36]2)=[C:30]([CH:34]=1)[C:31]([OH:33])=O. Given the product [NH2:1][CH2:2][CH:3]1[CH:7]2[CH2:8][CH2:9][CH2:10][CH:6]2[CH2:5][N:4]1[C:31]([C:30]1[CH:34]=[C:26]([CH3:25])[CH:27]=[CH:28][C:29]=1[N:35]1[CH:39]=[N:38][C:37]([C:40]([F:43])([F:42])[F:41])=[N:36]1)=[O:33], predict the reactants needed to synthesize it. (6) Given the product [CH2:1]([CH:3]=[CH:4][PH:5](=[O:6])[O:7][CH2:8][CH2:9][CH2:10][CH2:11][OH:12])[CH3:2], predict the reactants needed to synthesize it. The reactants are: [CH2:1]([CH:3]=[CH:4][PH:5](=[O:7])[OH:6])[CH3:2].[CH2:8](O)[CH2:9][CH2:10][CH2:11][OH:12]. (7) Given the product [C:1]([O:5][C:6]([N:8]1[CH2:13][CH2:12][CH:11]([C:14]2[S:15][CH:16]=[C:17]([CH2:19][O:29][C:26]3[CH:25]=[N:24][C:23]([S:22][CH3:21])=[N:28][CH:27]=3)[N:18]=2)[CH2:10][CH2:9]1)=[O:7])([CH3:4])([CH3:3])[CH3:2], predict the reactants needed to synthesize it. The reactants are: [C:1]([O:5][C:6]([N:8]1[CH2:13][CH2:12][CH:11]([C:14]2[S:15][CH:16]=[C:17]([CH2:19]Cl)[N:18]=2)[CH2:10][CH2:9]1)=[O:7])([CH3:4])([CH3:3])[CH3:2].[CH3:21][S:22][C:23]1[N:28]=[CH:27][C:26]([OH:29])=[CH:25][N:24]=1.